This data is from Full USPTO retrosynthesis dataset with 1.9M reactions from patents (1976-2016). The task is: Predict the reactants needed to synthesize the given product. Given the product [CH3:1][C:2]1[CH:3]=[C:4]([CH2:7][CH2:8][NH:9][C:10](=[O:12])[CH3:11])[S:5][CH:6]=1, predict the reactants needed to synthesize it. The reactants are: [CH3:1][C:2]1[CH:3]=[C:4]([CH2:7][CH2:8][NH2:9])[S:5][CH:6]=1.[C:10](OC(=O)C)(=[O:12])[CH3:11].